This data is from Full USPTO retrosynthesis dataset with 1.9M reactions from patents (1976-2016). The task is: Predict the reactants needed to synthesize the given product. Given the product [CH3:1][N:2]1[C:6]2=[N:7][C:8]([N:11]3[CH:16]=[CH:15][C:14]([C:17]4[CH:18]=[N:19][C:20]([C:23]([F:24])([F:25])[F:26])=[CH:21][CH:22]=4)=[CH:13][C:12]3=[O:27])=[CH:9][CH:10]=[C:5]2[C:4]2[CH2:28][NH:29][CH2:30][CH2:31][C:3]1=2, predict the reactants needed to synthesize it. The reactants are: [CH3:1][N:2]1[C:6]2=[N:7][C:8]([N:11]3[CH:16]=[CH:15][C:14]([C:17]4[CH:18]=[N:19][C:20]([C:23]([F:26])([F:25])[F:24])=[CH:21][CH:22]=4)=[CH:13][C:12]3=[O:27])=[CH:9][CH:10]=[C:5]2[C:4]2[CH2:28][N:29](C(OC(C)(C)C)=O)[CH2:30][CH2:31][C:3]1=2.